Task: Predict the reactants needed to synthesize the given product.. Dataset: Full USPTO retrosynthesis dataset with 1.9M reactions from patents (1976-2016) (1) Given the product [NH2:18][C:15]1[CH:16]=[CH:17][C:12]([C:7]2[CH:8]=[C:9]3[C:4](=[CH:5][CH:6]=2)[C:3](=[O:21])[C:2]([CH2:22][C:23]([O:25][CH2:26][CH3:27])=[O:24])([CH3:1])[CH2:11][CH2:10]3)=[N:13][CH:14]=1, predict the reactants needed to synthesize it. The reactants are: [CH3:1][C:2]1([CH2:22][C:23]([O:25][CH2:26][CH3:27])=[O:24])[CH2:11][CH2:10][C:9]2[C:4](=[CH:5][CH:6]=[C:7]([C:12]3[CH:17]=[CH:16][C:15]([N+:18]([O-])=O)=[CH:14][N:13]=3)[CH:8]=2)[C:3]1=[O:21].[NH4+].[Cl-]. (2) Given the product [CH3:23][O:22][C:18]1[CH:17]=[C:16]([NH:15][C:13](=[O:14])[C:12]2[CH:24]=[CH:25][C:9]([NH:1][C:2]3[CH:7]=[CH:6][CH:5]=[CH:4][CH:3]=3)=[C:10]([N+:26]([O-:28])=[O:27])[CH:11]=2)[CH:21]=[CH:20][CH:19]=1, predict the reactants needed to synthesize it. The reactants are: [NH2:1][C:2]1[CH:7]=[CH:6][CH:5]=[CH:4][CH:3]=1.F[C:9]1[CH:25]=[CH:24][C:12]([C:13]([NH:15][C:16]2[CH:21]=[CH:20][CH:19]=[C:18]([O:22][CH3:23])[CH:17]=2)=[O:14])=[CH:11][C:10]=1[N+:26]([O-:28])=[O:27].